This data is from NCI-60 drug combinations with 297,098 pairs across 59 cell lines. The task is: Regression. Given two drug SMILES strings and cell line genomic features, predict the synergy score measuring deviation from expected non-interaction effect. (1) Cell line: MOLT-4. Drug 1: CC1C(C(CC(O1)OC2CC(CC3=C2C(=C4C(=C3O)C(=O)C5=C(C4=O)C(=CC=C5)OC)O)(C(=O)CO)O)N)O.Cl. Synergy scores: CSS=88.8, Synergy_ZIP=7.63, Synergy_Bliss=5.94, Synergy_Loewe=4.22, Synergy_HSA=7.27. Drug 2: CCCCC(=O)OCC(=O)C1(CC(C2=C(C1)C(=C3C(=C2O)C(=O)C4=C(C3=O)C=CC=C4OC)O)OC5CC(C(C(O5)C)O)NC(=O)C(F)(F)F)O. (2) Drug 1: COC1=CC(=CC(=C1O)OC)C2C3C(COC3=O)C(C4=CC5=C(C=C24)OCO5)OC6C(C(C7C(O6)COC(O7)C8=CC=CS8)O)O. Drug 2: CCC1(C2=C(COC1=O)C(=O)N3CC4=CC5=C(C=CC(=C5CN(C)C)O)N=C4C3=C2)O.Cl. Cell line: HOP-62. Synergy scores: CSS=32.6, Synergy_ZIP=0.483, Synergy_Bliss=1.51, Synergy_Loewe=-1.27, Synergy_HSA=0.0821.